From a dataset of Full USPTO retrosynthesis dataset with 1.9M reactions from patents (1976-2016). Predict the reactants needed to synthesize the given product. (1) Given the product [C:29]([C:2]1[CH:11]=[CH:10][CH:9]=[C:8]2[C:3]=1[C:4](=[O:28])[N:5]([C:22]1[CH:27]=[CH:26][CH:25]=[CH:24][CH:23]=1)[C:6]([C@@H:12]([NH:14][C:15](=[O:21])[O:16][C:17]([CH3:20])([CH3:19])[CH3:18])[CH3:13])=[N:7]2)#[N:30], predict the reactants needed to synthesize it. The reactants are: Br[C:2]1[CH:11]=[CH:10][CH:9]=[C:8]2[C:3]=1[C:4](=[O:28])[N:5]([C:22]1[CH:27]=[CH:26][CH:25]=[CH:24][CH:23]=1)[C:6]([C@@H:12]([NH:14][C:15](=[O:21])[O:16][C:17]([CH3:20])([CH3:19])[CH3:18])[CH3:13])=[N:7]2.[CH3:29][N:30]1C(=O)CCC1. (2) Given the product [CH:4](/[C:7](=[CH:13]\[CH:14]=[CH2:15])/[C:8]([O:10][CH2:11][CH3:12])=[O:9])([CH3:5])[CH3:6], predict the reactants needed to synthesize it. The reactants are: C[O-].[Na+].[CH:4]([CH:7]([CH:13](OS(C)(=O)=O)[CH:14]=[CH2:15])[C:8]([O:10][CH2:11][CH3:12])=[O:9])([CH3:6])[CH3:5]. (3) Given the product [CH3:1][N:2]([C:9]1[CH:14]=[CH:13][C:12]([C:15]([OH:24])([C:20]([F:22])([F:23])[F:21])[C:16]([F:17])([F:18])[F:19])=[CH:11][CH:10]=1)[CH2:3][CH:4]([OH:8])[CH2:5][CH2:6][CH3:7], predict the reactants needed to synthesize it. The reactants are: [CH3:1][N:2]([C:9]1[CH:14]=[CH:13][C:12]([C:15]([OH:24])([C:20]([F:23])([F:22])[F:21])[C:16]([F:19])([F:18])[F:17])=[CH:11][CH:10]=1)[CH2:3][C:4](=[O:8])[CH2:5][CH2:6][CH3:7].[BH4-].[Na+].